Dataset: Forward reaction prediction with 1.9M reactions from USPTO patents (1976-2016). Task: Predict the product of the given reaction. (1) Given the reactants O[CH2:2][C:3]1[CH:18]=[CH:17][C:6]([O:7][CH2:8][C:9]([C:11]2[CH:16]=[CH:15][CH:14]=[CH:13][CH:12]=2)=[O:10])=[CH:5][CH:4]=1.P(Br)(Br)[Br:20], predict the reaction product. The product is: [Br:20][CH2:2][C:3]1[CH:18]=[CH:17][C:6]([O:7][CH2:8][C:9]([C:11]2[CH:16]=[CH:15][CH:14]=[CH:13][CH:12]=2)=[O:10])=[CH:5][CH:4]=1. (2) Given the reactants C1(S([N:10]2[CH2:15][CH2:14][N:13]([CH2:16][C:17]3[S:25][C:24]4[C:23]([N:26]5[CH2:31][CH2:30][O:29][CH2:28][CH2:27]5)=[N:22][C:21](Cl)=[N:20][C:19]=4[CH:18]=3)[CH2:12][CH2:11]2)(=O)=O)C=CC=CC=1.[NH2:33][C:34]1[CH:39]=[CH:38][C:37](B2OC(C)(C)C(C)(C)O2)=[CH:36][N:35]=1, predict the reaction product. The product is: [O:29]1[CH2:30][CH2:31][N:26]([C:23]2[C:24]3[S:25][C:17]([CH2:16][N:13]4[CH2:12][CH2:11][NH:10][CH2:15][CH2:14]4)=[CH:18][C:19]=3[N:20]=[C:21]([C:37]3[CH:38]=[CH:39][C:34]([NH2:33])=[N:35][CH:36]=3)[N:22]=2)[CH2:27][CH2:28]1. (3) Given the reactants C[C@@H]1CCCN(C(C2C=C(C)C=CC=2C2C=NN(C)C=2)=O)[C@@H]1CNC1C=CC(C(F)(F)F)=CN=1.[NH2:35][CH2:36][C@@H:37]1[C@H:42]([CH3:43])[CH2:41][CH2:40][CH2:39][N:38]1[C:44]([C:46]1[CH:51]=[C:50]([CH3:52])[CH:49]=[CH:48][C:47]=1[N:53]1[N:57]=[CH:56][CH:55]=[N:54]1)=[O:45].Cl[C:59]1[CH:64]=[CH:63][CH:62]=[C:61]([C:65]([F:68])([F:67])[F:66])[N:60]=1, predict the reaction product. The product is: [CH3:43][C@@H:42]1[CH2:41][CH2:40][CH2:39][N:38]([C:44]([C:46]2[CH:51]=[C:50]([CH3:52])[CH:49]=[CH:48][C:47]=2[N:53]2[N:57]=[CH:56][CH:55]=[N:54]2)=[O:45])[C@@H:37]1[CH2:36][NH:35][C:59]1[CH:64]=[CH:63][CH:62]=[C:61]([C:65]([F:68])([F:67])[F:66])[N:60]=1.